This data is from Forward reaction prediction with 1.9M reactions from USPTO patents (1976-2016). The task is: Predict the product of the given reaction. (1) Given the reactants [Cl:1][C:2]1[S:3][C:4]([Cl:9])=[CH:5][C:6]=1[CH2:7][NH2:8].[N-:10]=[N+:11]=[N-].[Na+], predict the reaction product. The product is: [N:8]([CH2:7][C:6]1[CH:5]=[C:4]([Cl:9])[S:3][C:2]=1[Cl:1])=[N+:10]=[N-:11]. (2) Given the reactants [H-].[Na+].[C:3](=[O:10])([O:7][CH2:8][CH3:9])OCC.[CH3:11][C:12]1[CH:17]=[CH:16][C:15]([C:18]([CH3:20])=[O:19])=[CH:14][C:13]=1[Br:21].CCOC(C)=O, predict the reaction product. The product is: [CH2:8]([O:7][C:3](=[O:10])[CH2:20][C:18]([C:15]1[CH:16]=[CH:17][C:12]([CH3:11])=[C:13]([Br:21])[CH:14]=1)=[O:19])[CH3:9]. (3) Given the reactants [CH:1]([C:3]1[S:7][C:6]([C:8]([OH:10])=[O:9])=[CH:5][CH:4]=1)=[O:2].[Cl:11][C:12]1[CH:13]=[N+:14]([O-:32])[CH:15]=[C:16]([Cl:31])[C:17]=1[CH2:18][C@@H:19]([C:21]1[CH:26]=[CH:25][C:24]([O:27][CH3:28])=[C:23]([O:29][CH3:30])[CH:22]=1)O.Cl.CN(C)CCCN=C=NCC, predict the reaction product. The product is: [CH:1]([C:3]1[S:7][C:6]([C:8]([O:10][C@H:19]([C:21]2[CH:26]=[CH:25][C:24]([O:27][CH3:28])=[C:23]([O:29][CH3:30])[CH:22]=2)[CH2:18][C:17]2[C:16]([Cl:31])=[CH:15][N+:14]([O-:32])=[CH:13][C:12]=2[Cl:11])=[O:9])=[CH:5][CH:4]=1)=[O:2].